This data is from Reaction yield outcomes from USPTO patents with 853,638 reactions. The task is: Predict the reaction yield, written as a fraction of the theoretical maximum amount of product (1.0 means a 100% yield; for example, 0.34 means a 34% yield). (1) The yield is 0.310. The product is [CH3:13][C:10]1[S:9][C:8]([C:4]2[CH:3]=[C:2]([CH3:1])[CH2:6][CH:5]=2)=[CH:12][CH:11]=1. The reactants are [CH3:1][C:2]1[CH:3]=[C:4]([C:8]2[S:9][C:10]([CH3:13])=[CH:11][CH:12]=2)[CH2:5][C:6]=1C.[Li]CCCC. The catalyst is CCOCC. (2) The reactants are [Cl:1][C:2]1[N:3]=[CH:4][NH:5][C:6]=1[Cl:7].[OH-].[K+].[Br:10][CH2:11][CH2:12][CH2:13][CH2:14][CH3:15].[K+].[Br-].Br[CH2:19][C:20]1[CH:29]=[CH:28][C:27]2[C:22](=[CH:23][CH:24]=[CH:25][CH:26]=2)[CH:21]=1. The catalyst is C(#N)C. The product is [Br-:10].[CH2:11]([C:28]1[C:27]2[C:22](=[CH:23][CH:24]=[CH:25][CH:26]=2)[CH:21]=[C:20]([CH3:19])[C:29]=1[N+:3]1[C:2]([Cl:1])=[C:6]([Cl:7])[NH:5][CH:4]=1)[CH2:12][CH2:13][CH2:14][CH3:15]. The yield is 0.490.